Predict the reaction yield, written as a fraction of the theoretical maximum amount of product (1.0 means a 100% yield; for example, 0.34 means a 34% yield). From a dataset of Reaction yield outcomes from USPTO patents with 853,638 reactions. The reactants are [F:1][C:2]1[CH:3]=[N:4][C:5]([NH:11]CC2C=CC(OC)=CC=2)=[C:6]([CH:10]=1)[C:7]([NH2:9])=[O:8].C(O)(C(F)(F)F)=O. The catalyst is C(Cl)Cl.C1(OC)C=CC=CC=1. The product is [NH2:11][C:5]1[N:4]=[CH:3][C:2]([F:1])=[CH:10][C:6]=1[C:7]([NH2:9])=[O:8]. The yield is 0.810.